Dataset: Peptide-MHC class II binding affinity with 134,281 pairs from IEDB. Task: Regression. Given a peptide amino acid sequence and an MHC pseudo amino acid sequence, predict their binding affinity value. This is MHC class II binding data. (1) The peptide sequence is LEHEMWRSRADEINA. The MHC is DRB1_1101 with pseudo-sequence DRB1_1101. The binding affinity (normalized) is 0.294. (2) The peptide sequence is GFPVRPQVPLRPMTYKGAFDL. The MHC is DRB1_1501 with pseudo-sequence DRB1_1501. The binding affinity (normalized) is 0.472. (3) The peptide sequence is INFFLIAFAVYFLVV. The MHC is HLA-DPA10103-DPB10401 with pseudo-sequence HLA-DPA10103-DPB10401. The binding affinity (normalized) is 0.174. (4) The peptide sequence is GQVVTYALNTFTNLAVQL. The MHC is DRB4_0101 with pseudo-sequence DRB4_0103. The binding affinity (normalized) is 0.280. (5) The peptide sequence is HWFSRENSLSGVEGE. The MHC is DRB1_0401 with pseudo-sequence DRB1_0401. The binding affinity (normalized) is 0.756.